Dataset: Full USPTO retrosynthesis dataset with 1.9M reactions from patents (1976-2016). Task: Predict the reactants needed to synthesize the given product. (1) Given the product [Br:19][C:20]1[CH:21]=[C:22]([NH:23][C:29]([NH:16][C:15]2[CH:17]=[CH:18][C:12]([O:11][C:9]3[C:10]4[N:2]([CH3:1])[CH:3]=[CH:4][C:5]=4[N:6]=[CH:7][N:8]=3)=[CH:13][CH:14]=2)=[O:30])[CH:24]=[CH:25][CH:26]=1, predict the reactants needed to synthesize it. The reactants are: [CH3:1][N:2]1[C:10]2[C:9]([O:11][C:12]3[CH:18]=[CH:17][C:15]([NH2:16])=[CH:14][CH:13]=3)=[N:8][CH:7]=[N:6][C:5]=2[CH:4]=[CH:3]1.[Br:19][C:20]1[CH:21]=[C:22]([CH:24]=[CH:25][CH:26]=1)[NH2:23].CN(C)[CH:29]=[O:30]. (2) The reactants are: C([Li])CCC.C(NC(C)C)(C)C.[Li+].CC([N-]C(C)C)C.[CH3:21][C:22]1[CH:27]=[N:26][CH:25]=[CH:24][N:23]=1.Br[CH2:29][C:30]([O:32][C:33](C)(C)[CH3:34])=[O:31]. Given the product [CH2:33]([O:32][C:30](=[O:31])[CH2:29][CH2:21][C:22]1[CH:27]=[N:26][CH:25]=[CH:24][N:23]=1)[CH3:34], predict the reactants needed to synthesize it. (3) Given the product [Br:13][C:11]1[CH:12]=[C:7]([CH2:6][CH2:5][CH2:4][NH:1][C:44](=[O:45])[O:46][C:47]([CH3:50])([CH3:49])[CH3:48])[CH:8]=[C:9]([C:14]2([C:17]#[N:18])[CH2:16][CH2:15]2)[CH:10]=1, predict the reactants needed to synthesize it. The reactants are: [N:1]([CH2:4][CH2:5][CH2:6][C:7]1[CH:8]=[C:9]([C:14]2([C:17]#[N:18])[CH2:16][CH2:15]2)[CH:10]=[C:11]([Br:13])[CH:12]=1)=[N+]=[N-].C1C=CC(P(C2C=CC=CC=2)C2C=CC=CC=2)=CC=1.C(=O)([O-])[O-].[K+].[K+].[C:44](O[C:44]([O:46][C:47]([CH3:50])([CH3:49])[CH3:48])=[O:45])([O:46][C:47]([CH3:50])([CH3:49])[CH3:48])=[O:45].